Dataset: Full USPTO retrosynthesis dataset with 1.9M reactions from patents (1976-2016). Task: Predict the reactants needed to synthesize the given product. (1) Given the product [ClH:34].[C:28]1([C:26]2[CH:25]=[CH:24][C:23]3[C:22]([N:27]=2)=[N:21][N:5]2[C:6]([CH:8]4[CH2:9][CH2:10][NH:11][CH2:12][CH2:13]4)=[CH:7][C:2](=[O:1])[NH:3][C:4]=32)[CH:29]=[CH:30][CH:31]=[CH:32][CH:33]=1, predict the reactants needed to synthesize it. The reactants are: [O:1]=[C:2]1[CH:7]=[C:6]([CH:8]2[CH2:13][CH2:12][N:11](C(OC(C)(C)C)=O)[CH2:10][CH2:9]2)[N:5]2[N:21]=[C:22]3[N:27]=[C:26]([C:28]4[CH:33]=[CH:32][CH:31]=[CH:30][CH:29]=4)[CH:25]=[CH:24][C:23]3=[C:4]2[NH:3]1.[ClH:34]. (2) The reactants are: [C:1]([O:4][C:5]1[CH:10]=[CH:9][C:8]([C:11]2[CH:16]=[CH:15][C:14]([N+:17]([O-])=O)=[CH:13][CH:12]=2)=[CH:7][CH:6]=1)(=[O:3])[CH3:2]. Given the product [C:1]([O:4][C:5]1[CH:6]=[CH:7][C:8]([C:11]2[CH:16]=[CH:15][C:14]([NH2:17])=[CH:13][CH:12]=2)=[CH:9][CH:10]=1)(=[O:3])[CH3:2], predict the reactants needed to synthesize it. (3) Given the product [NH2:1][C@:2]1([CH2:21][O:22][P:34](=[O:33])([OH:43])[OH:35])[CH2:6][CH2:5][C@H:4]([C:7]2[CH:8]=[CH:9][C:10]([CH2:13][CH2:14][CH2:15][CH2:16][CH2:17][CH2:18][CH2:19][CH3:20])=[CH:11][CH:12]=2)[CH2:3]1, predict the reactants needed to synthesize it. The reactants are: [NH2:1][C@:2]1([CH2:21][OH:22])[CH2:6][CH2:5][C@H:4]([C:7]2[CH:12]=[CH:11][C:10]([CH2:13][CH2:14][CH2:15][CH2:16][CH2:17][CH2:18][CH2:19][CH3:20])=[CH:9][CH:8]=2)[CH2:3]1.[Li+].C[Si]([N-][Si](C)(C)C)(C)C.[O:33](CC1C=CC=CC=1)[P:34]([O:33][P:34](OCC1C=CC=CC=1)([O:35]CC1C=CC=CC=1)=[O:43])(=[O:43])[O:35]CC1C=CC=CC=1.Cl.C(O)C.[H][H]. (4) Given the product [CH2:1]([O:3][C:4](=[O:22])[C:5]1[CH:10]=[CH:9][C:8]([N:11]2[C:19]3[C:14](=[CH:15][CH:16]=[C:17]([CH2:20][OH:21])[CH:18]=3)[CH:13]=[CH:12]2)=[CH:7][CH:6]=1)[CH3:2], predict the reactants needed to synthesize it. The reactants are: [CH2:1]([O:3][C:4](=[O:22])[C:5]1[CH:10]=[CH:9][C:8]([N:11]2[C:19]3[C:14](=[CH:15][CH:16]=[C:17]([CH:20]=[O:21])[CH:18]=3)[CH:13]=[CH:12]2)=[CH:7][CH:6]=1)[CH3:2].O1CCCC1.[BH4-].[Na+].[Cl-].[NH4+]. (5) Given the product [Br:24][C:22]1[CH:21]=[CH:20][N:19]2[CH:2]=[C:3]([C:5]3[C:6]([C:11]4[CH:16]=[CH:15][CH:14]=[CH:13][CH:12]=4)=[N:7][O:8][C:9]=3[CH3:10])[N:17]=[C:18]2[CH:23]=1, predict the reactants needed to synthesize it. The reactants are: Br[CH2:2][C:3]([C:5]1[C:6]([C:11]2[CH:16]=[CH:15][CH:14]=[CH:13][CH:12]=2)=[N:7][O:8][C:9]=1[CH3:10])=O.[NH2:17][C:18]1[CH:23]=[C:22]([Br:24])[CH:21]=[CH:20][N:19]=1. (6) Given the product [Cl:6][C:7]1[CH:8]=[C:9]([NH:10][C:11]2[C:16]([C:17]#[C:18][C:19]3[CH:20]=[CH:21][CH:22]=[C:23]([CH2:25][NH:47][CH2:46][CH2:45][CH2:44][N:39]4[CH:43]=[CH:42][N:41]=[CH:40]4)[N:24]=3)=[CH:15][N:14]=[CH:13][N:12]=2)[CH:27]=[CH:28][C:29]=1[O:30][CH2:31][C:32]1[CH:37]=[CH:36][CH:35]=[C:34]([F:38])[CH:33]=1, predict the reactants needed to synthesize it. The reactants are: CS(Cl)(=O)=O.[Cl:6][C:7]1[CH:8]=[C:9]([CH:27]=[CH:28][C:29]=1[O:30][CH2:31][C:32]1[CH:37]=[CH:36][CH:35]=[C:34]([F:38])[CH:33]=1)[NH:10][C:11]1[C:16]([C:17]#[C:18][C:19]2[N:24]=[C:23]([CH2:25]O)[CH:22]=[CH:21][CH:20]=2)=[CH:15][N:14]=[CH:13][N:12]=1.[N:39]1([CH2:44][CH2:45][CH2:46][NH2:47])[CH:43]=[CH:42][N:41]=[CH:40]1.O. (7) Given the product [OH:10][C@H:11]1[CH2:15][CH2:14][N:13]([CH2:16][CH2:17][C:18]2[CH:19]=[CH:20][C:21]([O:24][CH3:25])=[CH:22][CH:23]=2)[CH2:12]1, predict the reactants needed to synthesize it. The reactants are: [N+](C1C=CC(C([O:10][C@H:11]2[CH2:15][CH2:14][N:13]([CH2:16][CH2:17][C:18]3[CH:23]=[CH:22][C:21]([O:24][CH3:25])=[CH:20][CH:19]=3)[CH2:12]2)=O)=CC=1)([O-])=O.O1CCCC1.O.[Li+].[OH-]. (8) Given the product [Br:1][C:2]1[CH:3]=[C:4]([CH:8]([CH:9]([C:11]2[CH:12]=[CH:13][C:14]([C:15]([O:17][CH3:18])=[O:16])=[CH:19][CH:20]=2)[CH3:10])[C:21]([OH:23])=[O:22])[CH:5]=[CH:6][CH:7]=1, predict the reactants needed to synthesize it. The reactants are: [Br:1][C:2]1[CH:3]=[C:4]([CH:8]([C:21]([O:23]CC2C=CC(OC)=CC=2)=[O:22])[CH:9]([C:11]2[CH:20]=[CH:19][C:14]([C:15]([O:17][CH3:18])=[O:16])=[CH:13][CH:12]=2)[CH3:10])[CH:5]=[CH:6][CH:7]=1.COC1C=CC=CC=1.FC(F)(F)C(O)=O. (9) Given the product [CH3:16][C:14]1[N:13]([CH3:17])[C:7]2[CH:8]=[CH:9][C:10]3[C@@H:11]([OH:12])[C@H:2]([OH:1])[C@@H:3]([C:18]4[CH:23]=[CH:22][CH:21]=[CH:20][CH:19]=4)[NH:4][C:5]=3[C:6]=2[N:15]=1, predict the reactants needed to synthesize it. The reactants are: [OH:1][C@H:2]1[C:11](=[O:12])[C:10]2[CH:9]=[CH:8][C:7]3[N:13]([CH3:17])[C:14]([CH3:16])=[N:15][C:6]=3[C:5]=2[NH:4][C@@H:3]1[C:18]1[CH:23]=[CH:22][CH:21]=[CH:20][CH:19]=1.B.[Na]. (10) Given the product [O:26]1[C:22]([C:17]2[C:18]3[CH2:19][CH2:20][CH2:21][C:12]4[CH:11]=[C:10]([N:6]5[CH2:5][C@H:4]([CH2:3][NH:2][C:36](=[O:43])[C:37]6[CH:42]=[CH:41][CH:40]=[CH:39][CH:38]=6)[O:8][C:7]5=[O:9])[CH:28]=[CH:27][C:13]=4[C:14]=3[NH:15][N:16]=2)=[CH:23][CH:24]=[N:25]1, predict the reactants needed to synthesize it. The reactants are: Cl.[NH2:2][CH2:3][C@@H:4]1[O:8][C:7](=[O:9])[N:6]([C:10]2[CH:28]=[CH:27][C:13]3[C:14]4[NH:15][N:16]=[C:17]([C:22]5[O:26][N:25]=[CH:24][CH:23]=5)[C:18]=4[CH2:19][CH2:20][CH2:21][C:12]=3[CH:11]=2)[CH2:5]1.C(N(CC)CC)C.[C:36](Cl)(=[O:43])[C:37]1[CH:42]=[CH:41][CH:40]=[CH:39][CH:38]=1.